Task: Predict the reactants needed to synthesize the given product.. Dataset: Full USPTO retrosynthesis dataset with 1.9M reactions from patents (1976-2016) (1) Given the product [CH3:24][N:25]([CH3:29])[CH2:26][CH2:27][NH:28][C:6]([C:8]1[N:9]=[C:10]([Cl:23])[C:11]2[C:16]([C:17]=1[OH:18])=[CH:15][C:14]([O:19][CH:20]([CH3:21])[CH3:22])=[CH:13][CH:12]=2)=[O:7], predict the reactants needed to synthesize it. The reactants are: C(O[C:6]([C:8]1[N:9]=[C:10]([Cl:23])[C:11]2[C:16]([C:17]=1[OH:18])=[CH:15][C:14]([O:19][CH:20]([CH3:22])[CH3:21])=[CH:13][CH:12]=2)=[O:7])CCC.[CH3:24][N:25]([CH3:29])[CH2:26][CH2:27][NH2:28]. (2) Given the product [F:30][C:31]([F:43])([F:44])[O:32][C:33]1[CH:34]=[C:35]([CH2:39][C:40]([NH:1][C:2]2[N:7]=[N:6][C:5]([CH2:8][CH2:9][CH2:10][CH2:11][N:12]3[CH:16]=[C:15]([C:17]([O:19][C:20]([CH3:23])([CH3:22])[CH3:21])=[O:18])[N:14]=[N:13]3)=[CH:4][CH:3]=2)=[O:41])[CH:36]=[CH:37][CH:38]=1, predict the reactants needed to synthesize it. The reactants are: [NH2:1][C:2]1[N:7]=[N:6][C:5]([CH2:8][CH2:9][CH2:10][CH2:11][N:12]2[CH:16]=[C:15]([C:17]([O:19][C:20]([CH3:23])([CH3:22])[CH3:21])=[O:18])[N:14]=[N:13]2)=[CH:4][CH:3]=1.N1C=CC=CC=1.[F:30][C:31]([F:44])([F:43])[O:32][C:33]1[CH:34]=[C:35]([CH2:39][C:40](O)=[O:41])[CH:36]=[CH:37][CH:38]=1.C(P1(=O)OP(CCC)(=O)OP(CCC)(=O)O1)CC.